From a dataset of Reaction yield outcomes from USPTO patents with 853,638 reactions. Predict the reaction yield, written as a fraction of the theoretical maximum amount of product (1.0 means a 100% yield; for example, 0.34 means a 34% yield). The catalyst is C(Cl)Cl. The product is [Cl:24][C:25]1[CH:35]=[CH:34][CH:33]=[CH:32][C:26]=1[CH:27]=[CH:28][C:29]([NH:10][C@H:9]([C:11]([O:13][CH3:14])=[O:12])[CH2:8][C:7]1[CH:6]=[CH:5][C:4]([O:3][CH3:2])=[CH:16][CH:15]=1)=[O:30]. The yield is 0.760. The reactants are Cl.[CH3:2][O:3][C:4]1[CH:16]=[CH:15][C:7]([CH2:8][C@@H:9]([C:11]([O:13][CH3:14])=[O:12])[NH2:10])=[CH:6][CH:5]=1.C(N(CC)CC)C.[Cl:24][C:25]1[CH:35]=[CH:34][CH:33]=[CH:32][C:26]=1[CH:27]=[CH:28][C:29](O)=[O:30].CCN=C=NCCCN(C)C.Cl.